This data is from Reaction yield outcomes from USPTO patents with 853,638 reactions. The task is: Predict the reaction yield, written as a fraction of the theoretical maximum amount of product (1.0 means a 100% yield; for example, 0.34 means a 34% yield). The product is [C:7]([O:11][C:12]([N:1]1[CH2:5][CH2:4][CH:3]([OH:6])[CH2:2]1)=[O:13])([CH3:10])([CH3:9])[CH3:8]. The reactants are [NH:1]1[CH2:5][CH2:4][CH:3]([OH:6])[CH2:2]1.[C:7]([O:11][C:12](O[C:12]([O:11][C:7]([CH3:10])([CH3:9])[CH3:8])=[O:13])=[O:13])([CH3:10])([CH3:9])[CH3:8]. The catalyst is C1COCC1. The yield is 0.910.